From a dataset of NCI-60 drug combinations with 297,098 pairs across 59 cell lines. Regression. Given two drug SMILES strings and cell line genomic features, predict the synergy score measuring deviation from expected non-interaction effect. (1) Drug 1: CS(=O)(=O)OCCCCOS(=O)(=O)C. Drug 2: CC1=C(C(=O)C2=C(C1=O)N3CC4C(C3(C2COC(=O)N)OC)N4)N. Cell line: RXF 393. Synergy scores: CSS=-1.15, Synergy_ZIP=2.45, Synergy_Bliss=2.15, Synergy_Loewe=-7.07, Synergy_HSA=-1.83. (2) Drug 1: CN1C(=O)N2C=NC(=C2N=N1)C(=O)N. Drug 2: CC1CCC2CC(C(=CC=CC=CC(CC(C(=O)C(C(C(=CC(C(=O)CC(OC(=O)C3CCCCN3C(=O)C(=O)C1(O2)O)C(C)CC4CCC(C(C4)OC)OCCO)C)C)O)OC)C)C)C)OC. Cell line: A498. Synergy scores: CSS=-5.34, Synergy_ZIP=2.66, Synergy_Bliss=0.159, Synergy_Loewe=-6.18, Synergy_HSA=-5.13. (3) Drug 1: CC1=C(C(CCC1)(C)C)C=CC(=CC=CC(=CC(=O)O)C)C. Drug 2: C1CN(P(=O)(OC1)NCCCl)CCCl. Cell line: ACHN. Synergy scores: CSS=0.401, Synergy_ZIP=2.20, Synergy_Bliss=6.17, Synergy_Loewe=2.43, Synergy_HSA=2.81. (4) Drug 1: CC1C(C(=O)NC(C(=O)N2CCCC2C(=O)N(CC(=O)N(C(C(=O)O1)C(C)C)C)C)C(C)C)NC(=O)C3=C4C(=C(C=C3)C)OC5=C(C(=O)C(=C(C5=N4)C(=O)NC6C(OC(=O)C(N(C(=O)CN(C(=O)C7CCCN7C(=O)C(NC6=O)C(C)C)C)C)C(C)C)C)N)C. Drug 2: CN(C(=O)NC(C=O)C(C(C(CO)O)O)O)N=O. Cell line: SF-268. Synergy scores: CSS=21.7, Synergy_ZIP=-7.02, Synergy_Bliss=-1.96, Synergy_Loewe=-51.6, Synergy_HSA=-0.286. (5) Drug 1: C1CN1C2=NC(=NC(=N2)N3CC3)N4CC4. Drug 2: C1=CC=C(C(=C1)C(C2=CC=C(C=C2)Cl)C(Cl)Cl)Cl. Cell line: HOP-92. Synergy scores: CSS=26.5, Synergy_ZIP=5.23, Synergy_Bliss=6.23, Synergy_Loewe=-16.9, Synergy_HSA=2.14. (6) Drug 1: C1=CC(=CC=C1CC(C(=O)O)N)N(CCCl)CCCl.Cl. Drug 2: C1CNP(=O)(OC1)N(CCCl)CCCl. Cell line: NCI-H226. Synergy scores: CSS=-0.328, Synergy_ZIP=-0.119, Synergy_Bliss=-0.0324, Synergy_Loewe=-8.27, Synergy_HSA=-3.83. (7) Drug 1: C1=C(C(=O)NC(=O)N1)N(CCCl)CCCl. Drug 2: CC1=C(C=C(C=C1)NC(=O)C2=CC=C(C=C2)CN3CCN(CC3)C)NC4=NC=CC(=N4)C5=CN=CC=C5. Cell line: KM12. Synergy scores: CSS=6.94, Synergy_ZIP=-0.595, Synergy_Bliss=-8.55, Synergy_Loewe=-11.1, Synergy_HSA=-10.7. (8) Drug 1: CC1OCC2C(O1)C(C(C(O2)OC3C4COC(=O)C4C(C5=CC6=C(C=C35)OCO6)C7=CC(=C(C(=C7)OC)O)OC)O)O. Drug 2: C1=NC2=C(N=C(N=C2N1C3C(C(C(O3)CO)O)F)Cl)N. Cell line: K-562. Synergy scores: CSS=43.0, Synergy_ZIP=-7.51, Synergy_Bliss=-6.98, Synergy_Loewe=-3.85, Synergy_HSA=-0.798.